This data is from Full USPTO retrosynthesis dataset with 1.9M reactions from patents (1976-2016). The task is: Predict the reactants needed to synthesize the given product. Given the product [F:19][CH:17]([F:18])[O:16][C:13]1[CH:12]=[CH:11][C:10]([C:9](=[O:20])[CH2:6][C:2]#[N:1])=[CH:15][CH:14]=1, predict the reactants needed to synthesize it. The reactants are: [NH2:1][C:2]1[CH:6]=CNN=1.CO[C:9](=[O:20])[C:10]1[CH:15]=[CH:14][C:13]([O:16][CH:17]([F:19])[F:18])=[CH:12][CH:11]=1.